Dataset: Catalyst prediction with 721,799 reactions and 888 catalyst types from USPTO. Task: Predict which catalyst facilitates the given reaction. (1) Reactant: C[O:2][C:3]([C:5]1[O:9][N:8]=[C:7]([C:10]2[CH:15]=[CH:14][CH:13]=[CH:12][CH:11]=2)[CH:6]=1)=[O:4].[Li+].[OH-]. Product: [C:10]1([C:7]2[CH:6]=[C:5]([C:3]([OH:4])=[O:2])[O:9][N:8]=2)[CH:11]=[CH:12][CH:13]=[CH:14][CH:15]=1. The catalyst class is: 1. (2) Reactant: [O-:1][P:2]([O:5][P:6]([O-:9])([O-:8])=[O:7])(=[O:4])[O-:3].[Na+].[Na+].[Na+].[Na+].O.O.O.O.O.O.[N+]([O-])([O-])=O.[Mg+2:24].[N+]([O-])([O-])=O. Product: [O-:3][P:2]([O:5][P:6]([O-:9])([O-:8])=[O:7])(=[O:1])[O-:4].[Mg+2:24].[Mg+2:24]. The catalyst class is: 6. (3) Reactant: [Si:1]([O:8][C@@H:9]1[C@H:13]([CH3:14])[NH:12][C:11](=[O:15])[C:10]1([CH3:17])[CH3:16])([C:4]([CH3:7])([CH3:6])[CH3:5])([CH3:3])[CH3:2].I[C:19]1[CH:26]=[CH:25][C:22]([C:23]#[N:24])=[C:21]([C:27]([F:30])([F:29])[F:28])[CH:20]=1.C(=O)([O-])[O-].[Cs+].[Cs+].C1(P(C2C=CC=CC=2)C2C3OC4C(=CC=CC=4P(C4C=CC=CC=4)C4C=CC=CC=4)C(C)(C)C=3C=CC=2)C=CC=CC=1. Product: [Si:1]([O:8][C@@H:9]1[C@H:13]([CH3:14])[N:12]([C:19]2[CH:26]=[CH:25][C:22]([C:23]#[N:24])=[C:21]([C:27]([F:28])([F:30])[F:29])[CH:20]=2)[C:11](=[O:15])[C:10]1([CH3:16])[CH3:17])([C:4]([CH3:7])([CH3:6])[CH3:5])([CH3:3])[CH3:2]. The catalyst class is: 110. (4) Reactant: C([O:8][N:9]1[C:18]2[C:13](=[CH:14][CH:15]=[CH:16][N:17]=2)[C:12]([OH:19])=[C:11]([C:20]([NH:22][C:23]2[CH:28]=[CH:27][CH:26]=[CH:25][CH:24]=2)=[O:21])[C:10]1=[O:29])C1C=CC=CC=1. Product: [OH:8][N:9]1[C:18]2[C:13](=[CH:14][CH:15]=[CH:16][N:17]=2)[C:12]([OH:19])=[C:11]([C:20]([NH:22][C:23]2[CH:24]=[CH:25][CH:26]=[CH:27][CH:28]=2)=[O:21])[C:10]1=[O:29]. The catalyst class is: 844. (5) Reactant: [Cl:1][C:2]1[CH:22]=[C:21]([NH:23][C:24]([N:26]2[CH2:30][CH2:29][N:28]([CH:31]3[CH2:36][CH2:35][O:34][CH2:33][CH2:32]3)[C:27]2=[O:37])=[O:25])[C:20]([F:38])=[CH:19][C:3]=1[O:4][C:5]1[CH:10]=[CH:9][N:8]=[C:7]([NH:11]C(=O)OC(C)(C)C)[CH:6]=1. Product: [NH2:11][C:7]1[CH:6]=[C:5]([O:4][C:3]2[C:2]([Cl:1])=[CH:22][C:21]([NH:23][C:24]([N:26]3[CH2:30][CH2:29][N:28]([CH:31]4[CH2:32][CH2:33][O:34][CH2:35][CH2:36]4)[C:27]3=[O:37])=[O:25])=[C:20]([F:38])[CH:19]=2)[CH:10]=[CH:9][N:8]=1. The catalyst class is: 67. (6) Reactant: [CH3:1][C:2]1[CH:7]=[C:6]([CH3:8])[NH:5][C:4](=[O:9])[C:3]=1[CH2:10][NH:11][CH2:12][CH2:13][O:14][C:15]1[C:24]([O:25][CH:26]([CH3:28])[CH3:27])=[CH:23][CH:22]=[CH:21][C:16]=1[C:17](OC)=[O:18].[OH-].[Na+].C(N(CC)CC)C.F[P-](F)(F)(F)(F)F.N1(OC(N(C)C)=[N+](C)C)C2N=CC=CC=2N=N1. Product: [CH3:1][C:2]1[CH:7]=[C:6]([CH3:8])[NH:5][C:4](=[O:9])[C:3]=1[CH2:10][N:11]1[C:17](=[O:18])[C:16]2[CH:21]=[CH:22][CH:23]=[C:24]([O:25][CH:26]([CH3:28])[CH3:27])[C:15]=2[O:14][CH2:13][CH2:12]1. The catalyst class is: 5.